Dataset: Catalyst prediction with 721,799 reactions and 888 catalyst types from USPTO. Task: Predict which catalyst facilitates the given reaction. (1) Reactant: [C:1]([O:5][C:6](=[O:25])[N:7]([CH2:9][C:10]1[CH:14]=[C:13](Br)[N:12]([S:16]([C:19]2[CH:20]=[N:21][CH:22]=[CH:23][CH:24]=2)(=[O:18])=[O:17])[CH:11]=1)[CH3:8])([CH3:4])([CH3:3])[CH3:2].[F:26][C:27]1[CH:32]=[CH:31][CH:30]=[C:29]([O:33][CH3:34])[C:28]=1B(O)O.C(=O)([O-])O.[Na+].COCCOC. Product: [C:1]([O:5][C:6](=[O:25])[N:7]([CH2:9][C:10]1[CH:14]=[C:13]([C:28]2[C:29]([O:33][CH3:34])=[CH:30][CH:31]=[CH:32][C:27]=2[F:26])[N:12]([S:16]([C:19]2[CH:20]=[N:21][CH:22]=[CH:23][CH:24]=2)(=[O:18])=[O:17])[CH:11]=1)[CH3:8])([CH3:4])([CH3:3])[CH3:2]. The catalyst class is: 103. (2) Reactant: [NH2:1][CH:2]([C:9]1[CH:14]=[CH:13][CH:12]=[C:11]([F:15])[CH:10]=1)[CH2:3][C:4]([O:6]CC)=[O:5].P([O-])([O-])([O-])=O.[K+].[K+].[K+].[Cl-:24].[Na+:25]. Product: [NH2:1][CH:2]([C:9]1[CH:14]=[CH:13][CH:12]=[C:11]([F:15])[CH:10]=1)[CH2:3][C:4]([OH:6])=[O:5].[Cl-:24].[Na+:25]. The catalyst class is: 244. (3) Reactant: [Cl:1][C:2]1[CH:7]=[CH:6][C:5]([C:8]2[C:12]([CH2:13][O:14][C:15]3[CH:23]=[CH:22][C:18]([C:19]([OH:21])=O)=[CH:17][N:16]=3)=[C:11]([CH2:24][OH:25])[O:10][N:9]=2)=[CH:4][CH:3]=1.[CH:26]1([NH2:29])[CH2:28][CH2:27]1.O.ON1C2C=CC=CC=2N=N1.C(N(C(C)C)C(C)C)C.Cl.CN(C)CCCN=C=NCC. Product: [Cl:1][C:2]1[CH:3]=[CH:4][C:5]([C:8]2[C:12]([CH2:13][O:14][C:15]3[CH:23]=[CH:22][C:18]([C:19]([NH:29][CH:26]4[CH2:28][CH2:27]4)=[O:21])=[CH:17][N:16]=3)=[C:11]([CH2:24][OH:25])[O:10][N:9]=2)=[CH:6][CH:7]=1. The catalyst class is: 1. (4) Reactant: [Br:1][C:2]1[CH:3]=[CH:4][C:5](F)=[N:6][CH:7]=1.[C:9]([O:13][C:14](=[O:21])[NH:15][C@H:16]1[CH2:20][CH2:19][NH:18][CH2:17]1)([CH3:12])([CH3:11])[CH3:10].C([O-])([O-])=O.[K+].[K+]. Product: [C:9]([O:13][C:14](=[O:21])[NH:15][C@H:16]1[CH2:20][CH2:19][N:18]([C:5]2[CH:4]=[CH:3][C:2]([Br:1])=[CH:7][N:6]=2)[CH2:17]1)([CH3:12])([CH3:10])[CH3:11]. The catalyst class is: 10. (5) Reactant: [Cl:1][C:2]1[CH:7]=[C:6]([O:8][C:9]2[C:10]3[N:17]([CH3:18])[C:16]([CH2:19][O:20]C4CCCCO4)=[CH:15][C:11]=3[N:12]=[CH:13][N:14]=2)[CH:5]=[CH:4][C:3]=1[NH:27][C:28]([NH:30][C:31]1[CH:36]=[CH:35][CH:34]=[C:33]([C:37]([F:40])([F:39])[F:38])[CH:32]=1)=[O:29].O.C1(C)C=CC(S(O)(=O)=O)=CC=1. Product: [Cl:1][C:2]1[CH:7]=[C:6]([O:8][C:9]2[C:10]3[N:17]([CH3:18])[C:16]([CH2:19][OH:20])=[CH:15][C:11]=3[N:12]=[CH:13][N:14]=2)[CH:5]=[CH:4][C:3]=1[NH:27][C:28]([NH:30][C:31]1[CH:36]=[CH:35][CH:34]=[C:33]([C:37]([F:40])([F:38])[F:39])[CH:32]=1)=[O:29]. The catalyst class is: 8. (6) Reactant: [Br:1][C:2]1[C:3]2[O:12][C:11]([C:13]3[CH:18]=[CH:17][C:16]([C:19]4([NH:23]C(=O)OC(C)(C)C)[CH2:22][CH2:21][CH2:20]4)=[CH:15][CH:14]=3)=[C:10]([C:31]3[CH:36]=[CH:35][CH:34]=[CH:33][CH:32]=3)[C:4]=2[C:5]([O:8][CH3:9])=[N:6][CH:7]=1.C(O)(C(F)(F)F)=O. Product: [Br:1][C:2]1[C:3]2[O:12][C:11]([C:13]3[CH:14]=[CH:15][C:16]([C:19]4([NH2:23])[CH2:20][CH2:21][CH2:22]4)=[CH:17][CH:18]=3)=[C:10]([C:31]3[CH:32]=[CH:33][CH:34]=[CH:35][CH:36]=3)[C:4]=2[C:5]([O:8][CH3:9])=[N:6][CH:7]=1. The catalyst class is: 2.